Dataset: Catalyst prediction with 721,799 reactions and 888 catalyst types from USPTO. Task: Predict which catalyst facilitates the given reaction. (1) Reactant: [CH3:1][O:2][C:3]1[CH:4]=[CH:5][C:6]([CH2:17][C:18](=[O:24])[C:19]2[CH:23]=[CH:22][S:21][CH:20]=2)=[C:7]([NH:9][C:10](=[O:16])[O:11][C:12]([CH3:15])([CH3:14])[CH3:13])[CH:8]=1.[H-].[Na+].Cl[CH2:28][C:29]1[N:34]=[C:33]([C:35]([O:37][CH3:38])=[O:36])[CH:32]=[CH:31][CH:30]=1.[Cl-].[NH4+]. Product: [C:12]([O:11][C:10]([NH:9][C:7]1[CH:8]=[C:3]([O:2][CH3:1])[CH:4]=[CH:5][C:6]=1[CH:17]([C:18](=[O:24])[C:19]1[CH:23]=[CH:22][S:21][CH:20]=1)[CH2:28][C:29]1[N:34]=[C:33]([C:35]([O:37][CH3:38])=[O:36])[CH:32]=[CH:31][CH:30]=1)=[O:16])([CH3:15])([CH3:13])[CH3:14]. The catalyst class is: 35. (2) Reactant: [H-].[Na+].[C:3]1([CH:9]([CH3:13])[CH:10]([OH:12])[CH3:11])[CH:8]=[CH:7][CH:6]=[CH:5][CH:4]=1.I[CH3:15]. Product: [CH3:15][O:12][CH:10]([CH3:11])[CH:9]([C:3]1[CH:8]=[CH:7][CH:6]=[CH:5][CH:4]=1)[CH3:13]. The catalyst class is: 3. (3) Reactant: [CH3:1][C:2]1[O:3][C:4]([C:13]2[CH:18]=[CH:17][CH:16]=[CH:15][CH:14]=2)=[CH:5][C:6](=[C:8]([C:11]#[N:12])[C:9]#[N:10])[CH:7]=1.[C:19]1([C:25]2[CH2:29][CH:28]([C:30]3[C:43]4[C:44]5=[C:45]6[C:40](=[CH:41][CH:42]=4)[CH:39]=[CH:38][CH:37]=[C:36]6[CH:35]=[CH:34][C:33]5=[CH:32][CH:31]=3)[N:27]([C:46]3[CH:53]=[CH:52][C:49]([CH:50]=O)=[CH:48][CH:47]=3)[N:26]=2)[CH:24]=[CH:23][CH:22]=[CH:21][CH:20]=1.N1CCCCC1. Product: [C:13]1([C:4]2[O:3][C:2]([CH:1]=[CH:50][C:49]3[CH:48]=[CH:47][C:46]([N:27]4[CH:28]([C:30]5[C:43]6[C:44]7=[C:45]8[C:40](=[CH:41][CH:42]=6)[CH:39]=[CH:38][CH:37]=[C:36]8[CH:35]=[CH:34][C:33]7=[CH:32][CH:31]=5)[CH2:29][C:25]([C:19]5[CH:24]=[CH:23][CH:22]=[CH:21][CH:20]=5)=[N:26]4)=[CH:53][CH:52]=3)=[CH:7][C:6](=[C:8]([C:11]#[N:12])[C:9]#[N:10])[CH:5]=2)[CH:14]=[CH:15][CH:16]=[CH:17][CH:18]=1. The catalyst class is: 8. (4) Product: [CH3:10][N:1]1[CH2:6][CH2:5][O:4][CH2:3][CH:2]1[C:7]([OH:9])=[O:8]. The catalyst class is: 45. Reactant: [NH:1]1[CH2:6][CH2:5][O:4][CH2:3][CH:2]1[C:7]([OH:9])=[O:8].[CH2:10]=O. (5) Reactant: C(#N)C.[Br:4][C:5]1[C:6](F)=[C:7]([C:10]([Cl:13])=[CH:11][CH:12]=1)[CH:8]=O.[C:15]([O:19][CH2:20][CH3:21])(=[O:18])[CH2:16][SH:17].C(N(CC)CC)C. Product: [Br:4][C:5]1[C:6]2[S:17][C:16]([C:15]([O:19][CH2:20][CH3:21])=[O:18])=[CH:8][C:7]=2[C:10]([Cl:13])=[CH:11][CH:12]=1. The catalyst class is: 6.